Dataset: Forward reaction prediction with 1.9M reactions from USPTO patents (1976-2016). Task: Predict the product of the given reaction. (1) The product is: [CH2:1]([C:8]1[CH:9]=[C:10]2[C:15](=[CH:16][C:17]=1[F:18])[N:14]=[C:13]([N:19]1[CH:23]=[C:22]([C:24]([OH:26])=[O:25])[CH:21]=[N:20]1)[N:12]=[C:11]2[N:30]1[CH2:34][CH2:33][CH2:32][CH2:31]1)[C:2]1[CH:3]=[CH:4][CH:5]=[CH:6][CH:7]=1. Given the reactants [CH2:1]([C:8]1[CH:9]=[C:10]2[C:15](=[CH:16][C:17]=1[F:18])[N:14]=[C:13]([N:19]1[CH:23]=[C:22]([C:24]([O:26]CC)=[O:25])[CH:21]=[N:20]1)[NH:12][C:11]2=O)[C:2]1[CH:7]=[CH:6][CH:5]=[CH:4][CH:3]=1.[NH:30]1[CH2:34][CH2:33][CH2:32][CH2:31]1, predict the reaction product. (2) The product is: [O:1]1[C:5]2[CH:6]=[CH:7][CH:8]=[CH:9][C:4]=2[CH:3]=[C:2]1[C:10]1[N:14]2[N:15]=[C:16]([N:32]3[C@H:28]([CH2:27][O:26][CH:21]4[CH2:22][CH2:23][CH2:24][CH2:25][O:20]4)[CH2:29][CH2:30][C:31]3=[O:33])[CH:17]=[CH:18][C:13]2=[N:12][CH:11]=1. Given the reactants [O:1]1[C:5]2[CH:6]=[CH:7][CH:8]=[CH:9][C:4]=2[CH:3]=[C:2]1[C:10]1[N:14]2[N:15]=[C:16](Cl)[CH:17]=[CH:18][C:13]2=[N:12][CH:11]=1.[O:20]1[CH2:25][CH2:24][CH2:23][CH2:22][CH:21]1[O:26][CH2:27][C@H:28]1[NH:32][C:31](=[O:33])[CH2:30][CH2:29]1.C(=O)([O-])[O-].[Cs+].[Cs+].CC1(C)C2C=CC=C(P(C3C=CC=CC=3)C3C=CC=CC=3)C=2OC2C1=CC=CC=2P(C1C=CC=CC=1)C1C=CC=CC=1, predict the reaction product.